Predict the product of the given reaction. From a dataset of Forward reaction prediction with 1.9M reactions from USPTO patents (1976-2016). (1) Given the reactants Cl[C:2]1[C:3]2[CH:14]=[C:13]([C:15]3[CH:20]=[CH:19][CH:18]=[CH:17][CH:16]=3)[CH:12]=[CH:11][C:4]=2[N:5]([CH3:10])[C:6](=[O:9])[CH2:7][N:8]=1.C(C1C=C(B(O)O)C=CC=1)=O.[CH3:32][O:33][C:34]1[CH:35]=[C:36](B(O)O)[CH:37]=[CH:38][C:39]=1[O:40][CH3:41], predict the reaction product. The product is: [CH3:32][O:33][C:34]1[CH:35]=[C:36]([C:2]2[C:3]3[CH:14]=[C:13]([C:15]4[CH:20]=[CH:19][CH:18]=[CH:17][CH:16]=4)[CH:12]=[CH:11][C:4]=3[N:5]([CH3:10])[C:6](=[O:9])[CH2:7][N:8]=2)[CH:37]=[CH:38][C:39]=1[O:40][CH3:41]. (2) Given the reactants [Cl:1][C:2]1[CH:3]=[C:4]([Mg]Br)[CH:5]=[CH:6][CH:7]=1.[C:10]1(=[O:16])[CH2:15][CH2:14][CH2:13][CH2:12][CH2:11]1, predict the reaction product. The product is: [Cl:1][C:2]1[CH:3]=[C:4]([C:10]2([OH:16])[CH2:15][CH2:14][CH2:13][CH2:12][CH2:11]2)[CH:5]=[CH:6][CH:7]=1.